From a dataset of Catalyst prediction with 721,799 reactions and 888 catalyst types from USPTO. Predict which catalyst facilitates the given reaction. Reactant: [F:1][C:2]([F:26])([F:25])[C:3]1[CH:24]=[CH:23][CH:22]=[CH:21][C:4]=1[CH:5]=[C:6]1[C:12]2[CH:13]=[CH:14][CH:15]=[CH:16][C:11]=2[CH2:10][CH2:9][C:8]2[CH:17]=[CH:18][CH:19]=[CH:20][C:7]1=2.C(OCC)(=O)C.[H][H]. Product: [F:1][C:2]([F:25])([F:26])[C:3]1[CH:24]=[CH:23][CH:22]=[CH:21][C:4]=1[CH2:5][CH:6]1[C:12]2[CH:13]=[CH:14][CH:15]=[CH:16][C:11]=2[CH2:10][CH2:9][C:8]2[CH:17]=[CH:18][CH:19]=[CH:20][C:7]1=2. The catalyst class is: 29.